This data is from Full USPTO retrosynthesis dataset with 1.9M reactions from patents (1976-2016). The task is: Predict the reactants needed to synthesize the given product. (1) The reactants are: Cl.Cl.[Cl:3][C:4]1[C:5]([CH:15]([S:24]([C:27]2[CH:32]=[CH:31][C:30]([Cl:33])=[CH:29][CH:28]=2)(=[O:26])=[O:25])[C:16]2[CH:21]=[C:20]([F:22])[CH:19]=[CH:18][C:17]=2[F:23])=[CH:6][C:7]([NH:10][CH2:11][CH2:12][CH2:13][NH2:14])=[N:8][CH:9]=1.C(N(CC)CC)C.[C:41](N1C=CN=C1)(N1C=CN=C1)=[O:42].C(=O)([O-])[O-].[K+].[K+]. Given the product [Cl:3][C:4]1[C:5]([CH:15]([S:24]([C:27]2[CH:28]=[CH:29][C:30]([Cl:33])=[CH:31][CH:32]=2)(=[O:25])=[O:26])[C:16]2[CH:21]=[C:20]([F:22])[CH:19]=[CH:18][C:17]=2[F:23])=[CH:6][C:7]([N:10]2[CH2:11][CH2:12][CH2:13][NH:14][C:41]2=[O:42])=[N:8][CH:9]=1, predict the reactants needed to synthesize it. (2) Given the product [CH2:6]([C@H:5]([NH:13][C:14]([C@@H:16]([NH:21][C:22](=[O:25])[O:23][CH3:24])[C:17]([CH3:19])([CH3:20])[CH3:18])=[O:15])[C@@H:4]([OH:26])[CH2:3][C@@H:2]([NH:1][C:37](=[O:38])[C@@H:36]([N:40]1[CH2:44][CH2:43][N:42]([CH2:45][C:46]2[CH:51]=[CH:50][CH:49]=[C:48]([CH3:52])[N:47]=2)[C:41]1=[O:53])[CH:35]([CH3:34])[CH2:54][CH3:55])[CH2:27][C:28]1[CH:29]=[CH:30][CH:31]=[CH:32][CH:33]=1)[C:7]1[CH:12]=[CH:11][CH:10]=[CH:9][CH:8]=1, predict the reactants needed to synthesize it. The reactants are: [NH2:1][C@@H:2]([CH2:27][C:28]1[CH:33]=[CH:32][CH:31]=[CH:30][CH:29]=1)[CH2:3][C@H:4]([OH:26])[C@@H:5]([NH:13][C:14]([C@@H:16]([NH:21][C:22](=[O:25])[O:23][CH3:24])[C:17]([CH3:20])([CH3:19])[CH3:18])=[O:15])[CH2:6][C:7]1[CH:12]=[CH:11][CH:10]=[CH:9][CH:8]=1.[CH3:34][C@@H:35]([CH2:54][CH3:55])[C@H:36]([N:40]1[CH2:44][CH2:43][N:42]([CH2:45][C:46]2[CH:51]=[CH:50][CH:49]=[C:48]([CH3:52])[N:47]=2)[C:41]1=[O:53])[C:37](O)=[O:38].CCOP(ON1N=NC2C=CC=CC=2C1=O)(OCC)=O.C(N(CC)C(C)C)(C)C. (3) Given the product [C:54]([NH:57][C:45]1[N:44]=[C:43]2[C:49](=[O:52])[CH2:50][CH2:51][C@@H:40]([C:34]3[CH:35]=[CH:36][CH:37]=[C:38]([F:39])[C:33]=3[F:32])[CH2:41][C:42]2=[CH:47][CH:46]=1)([CH3:56])([CH3:55])[CH3:53], predict the reactants needed to synthesize it. The reactants are: CC1C=CC(S(OS(C2C=CC(C)=CC=2)(=O)=O)(=O)=O)=CC=1.FC(F)(F)C1C=CC=CC=1.[F:32][C:33]1[C:38]([F:39])=[CH:37][CH:36]=[CH:35][C:34]=1[C@@H:40]1[CH2:51][CH2:50][C:49](=[O:52])[C:43]2=[N+:44]([O-])[CH:45]=[CH:46][CH:47]=[C:42]2[CH2:41]1.[CH3:53][C:54]([NH2:57])([CH3:56])[CH3:55]. (4) Given the product [C:1]([O:5][C:6]([N:8]1[CH2:17][CH2:16][C:15]2[C:10](=[C:11]([CH2:29][CH2:28][C:27]([O:31][CH3:32])=[O:30])[CH:12]=[CH:13][C:14]=2[O:18][CH2:19][C:20]2[CH:25]=[CH:24][CH:23]=[CH:22][CH:21]=2)[CH2:9]1)=[O:7])([CH3:4])([CH3:3])[CH3:2], predict the reactants needed to synthesize it. The reactants are: [C:1]([O:5][C:6]([N:8]1[CH2:17][CH2:16][C:15]2[C:10](=[C:11](Br)[CH:12]=[CH:13][C:14]=2[O:18][CH2:19][C:20]2[CH:25]=[CH:24][CH:23]=[CH:22][CH:21]=2)[CH2:9]1)=[O:7])([CH3:4])([CH3:3])[CH3:2].[C:27]([O:31][CH3:32])(=[O:30])[CH:28]=[CH2:29].C1(C)C=CC=CC=1P(C1C=CC=CC=1C)C1C=CC=CC=1C. (5) Given the product [F:23][C:24]1[CH:25]=[CH:26][C:27]2[N:36]([C:14]([CH:11]3[CH2:10][CH2:9][N:8]([C:6]4[CH:5]=[CH:4][CH:3]=[C:2]([CH3:1])[N:7]=4)[CH2:13][CH2:12]3)=[O:16])[CH2:35][CH2:34][C:33]3[N:32]=[C:31]([N:37]4[CH2:42][CH2:41][O:40][CH2:39][CH2:38]4)[NH:30][C:29]=3[C:28]=2[CH:43]=1, predict the reactants needed to synthesize it. The reactants are: [CH3:1][C:2]1[N:7]=[C:6]([N:8]2[CH2:13][CH2:12][CH:11]([C:14]([OH:16])=O)[CH2:10][CH2:9]2)[CH:5]=[CH:4][CH:3]=1.C(Cl)(=O)C(Cl)=O.[F:23][C:24]1[CH:25]=[CH:26][C:27]2[NH:36][CH2:35][CH2:34][C:33]3[N:32]=[C:31]([N:37]4[CH2:42][CH2:41][O:40][CH2:39][CH2:38]4)[NH:30][C:29]=3[C:28]=2[CH:43]=1.C(N(CC)CC)C.C([O-])(O)=O.[Na+]. (6) Given the product [Cl:40][C:39]1[N:25]2[CH:26]=[C:27]([C:34]3[CH:38]=[N:37][NH:36][CH:35]=3)[CH:28]=[C:29]([C:30]([F:33])([F:32])[F:31])[C:24]2=[N:23][C:22]=1[C:20]([N:18]1[CH2:19][CH:16]([NH:15][S:2]([CH3:1])(=[O:4])=[O:3])[CH2:17]1)=[O:21], predict the reactants needed to synthesize it. The reactants are: [CH3:1][S:2](Cl)(=[O:4])=[O:3].C(N(CC)C(C)C)(C)C.[NH2:15][CH:16]1[CH2:19][N:18]([C:20]([C:22]2[N:23]=[C:24]3[C:29]([C:30]([F:33])([F:32])[F:31])=[CH:28][C:27]([C:34]4[CH:35]=[N:36][NH:37][CH:38]=4)=[CH:26][N:25]3[C:39]=2[Cl:40])=[O:21])[CH2:17]1.O. (7) Given the product [OH:22][C@H:21]([C@@H:16]1[CH2:15][CH2:14][C:13]2[CH:12]=[C:11]([C@H:8]3[CH2:9][CH2:10][C@@:4]4([NH:3][C:2](=[O:1])[O:6][CH2:5]4)[CH2:7]3)[CH:20]=[CH:19][C:18]=2[CH2:17]1)[CH3:23], predict the reactants needed to synthesize it. The reactants are: [O:1]=[C:2]1[O:6][CH2:5][C@:4]2([CH2:10][CH2:9][C@H:8]([C:11]3[CH:12]=[C:13]4[C:18](=[CH:19][CH:20]=3)[CH2:17][C@H:16]([CH:21]=[O:22])[CH2:15][CH2:14]4)[CH2:7]2)[NH:3]1.[CH3:23][Mg]Br. (8) Given the product [F:18][C:10]1[CH:11]=[C:12]([N+:15]([O-:17])=[O:16])[CH:13]=[CH:14][C:9]=1[N:3]1[CH:4]=[C:5]([CH3:7])[N:6]=[C:2]1[CH3:1], predict the reactants needed to synthesize it. The reactants are: [CH3:1][C:2]1[NH:3][CH:4]=[C:5]([CH3:7])[N:6]=1.F[C:9]1[CH:14]=[CH:13][C:12]([N+:15]([O-:17])=[O:16])=[CH:11][C:10]=1[F:18].C(=O)(O)[O-].[Na+].O. (9) Given the product [Cl:19][C:17]1[CH:18]=[C:13]([CH:14]=[C:15]([Cl:33])[C:16]=1[O:20][C:21]1[CH:30]=[CH:29][C:28]2[C:23](=[CH:24][CH:25]=[C:26]([OH:31])[CH:27]=2)[CH:22]=1)[CH2:12][C@@H:4]([C:3]([OH:34])=[O:2])[NH2:5], predict the reactants needed to synthesize it. The reactants are: C[O:2][C:3](=[O:34])[C@H:4]([CH2:12][C:13]1[CH:18]=[C:17]([Cl:19])[C:16]([O:20][C:21]2[CH:30]=[CH:29][C:28]3[C:23](=[CH:24][CH:25]=[C:26]([O:31]C)[CH:27]=3)[CH:22]=2)=[C:15]([Cl:33])[CH:14]=1)[NH:5]C(=O)C(F)(F)F.Br.C(O)(=O)C.[OH-].[Na+].